From a dataset of Forward reaction prediction with 1.9M reactions from USPTO patents (1976-2016). Predict the product of the given reaction. (1) Given the reactants [O:1]1[CH2:6][CH2:5][CH2:4][CH2:3][CH:2]1[O:7][C:8]1[CH:13]=[CH:12][C:11]([Mg]Br)=[CH:10][CH:9]=1.[CH3:16][N:17]1[C:21]([CH:22]=[O:23])=[CH:20][N:19]=[CH:18]1, predict the reaction product. The product is: [CH3:16][N:17]1[C:21]([CH:22]([C:11]2[CH:12]=[CH:13][C:8]([O:7][CH:2]3[CH2:3][CH2:4][CH2:5][CH2:6][O:1]3)=[CH:9][CH:10]=2)[OH:23])=[CH:20][N:19]=[CH:18]1. (2) Given the reactants [F:1][C:2]1[CH:3]=[C:4]([C:8]([C:13]2[N:21](S(C3C=CC=CC=3)(=O)=O)[C:16]3=[N:17][CH:18]=[CH:19][CH:20]=[C:15]3[CH:14]=2)=[CH:9][CH:10]([CH3:12])[CH3:11])[CH:5]=[CH:6][CH:7]=1.[OH-].[Na+], predict the reaction product. The product is: [F:1][C:2]1[CH:3]=[C:4]([C:8]([C:13]2[NH:21][C:16]3=[N:17][CH:18]=[CH:19][CH:20]=[C:15]3[CH:14]=2)=[CH:9][CH:10]([CH3:12])[CH3:11])[CH:5]=[CH:6][CH:7]=1. (3) Given the reactants C[C@@H:2](N)[C:3]1[CH:8]=[CH:7][CH:6]=[CH:5][CH:4]=1.[C@H:10]1([C:16]([OH:18])=[O:17])[CH2:15][CH2:14][CH:13]=[CH:12][CH2:11]1.Cl.C(N(CC)CC)C.C(Br)C1C=CC=CC=1, predict the reaction product. The product is: [CH2:2]([O:17][C:16]([C@H:10]1[CH2:15][CH2:14][CH:13]=[CH:12][CH2:11]1)=[O:18])[C:3]1[CH:8]=[CH:7][CH:6]=[CH:5][CH:4]=1.